The task is: Regression. Given two drug SMILES strings and cell line genomic features, predict the synergy score measuring deviation from expected non-interaction effect.. This data is from NCI-60 drug combinations with 297,098 pairs across 59 cell lines. (1) Drug 1: CS(=O)(=O)OCCCCOS(=O)(=O)C. Drug 2: CC(C)CN1C=NC2=C1C3=CC=CC=C3N=C2N. Cell line: A498. Synergy scores: CSS=5.06, Synergy_ZIP=0.203, Synergy_Bliss=3.17, Synergy_Loewe=2.99, Synergy_HSA=2.25. (2) Drug 1: C1CC(C1)(C(=O)O)C(=O)O.[NH2-].[NH2-].[Pt+2]. Drug 2: CC=C1C(=O)NC(C(=O)OC2CC(=O)NC(C(=O)NC(CSSCCC=C2)C(=O)N1)C(C)C)C(C)C. Cell line: NCI/ADR-RES. Synergy scores: CSS=12.5, Synergy_ZIP=-3.54, Synergy_Bliss=-3.15, Synergy_Loewe=-5.79, Synergy_HSA=-1.94. (3) Drug 1: CC1C(C(=O)NC(C(=O)N2CCCC2C(=O)N(CC(=O)N(C(C(=O)O1)C(C)C)C)C)C(C)C)NC(=O)C3=C4C(=C(C=C3)C)OC5=C(C(=O)C(=C(C5=N4)C(=O)NC6C(OC(=O)C(N(C(=O)CN(C(=O)C7CCCN7C(=O)C(NC6=O)C(C)C)C)C)C(C)C)C)N)C. Drug 2: C1=CC=C(C=C1)NC(=O)CCCCCCC(=O)NO. Cell line: SK-MEL-28. Synergy scores: CSS=19.1, Synergy_ZIP=-1.24, Synergy_Bliss=1.51, Synergy_Loewe=-11.6, Synergy_HSA=-10.5.